Dataset: Catalyst prediction with 721,799 reactions and 888 catalyst types from USPTO. Task: Predict which catalyst facilitates the given reaction. (1) The catalyst class is: 1. Product: [F:25][C:21]1[CH:20]=[C:19]([CH:24]=[CH:23][CH:22]=1)[CH2:18][O:17][C:14]1[CH:13]=[CH:12][C:11]([N:7]2[C:8](=[O:10])[CH2:9][CH:5]([C:3]([OH:4])=[O:2])[CH2:6]2)=[CH:16][CH:15]=1. Reactant: C[O:2][C:3]([CH:5]1[CH2:9][C:8](=[O:10])[N:7]([C:11]2[CH:16]=[CH:15][C:14]([O:17][CH2:18][C:19]3[CH:24]=[CH:23][CH:22]=[C:21]([F:25])[CH:20]=3)=[CH:13][CH:12]=2)[CH2:6]1)=[O:4].[OH-].[Na+].Cl. (2) Reactant: [CH3:1][C:2]([N:10]1[CH:14]=[C:13]([NH:15][C:16](=[O:34])[CH:17]([NH:21][CH:22]2[CH2:31][CH2:30][C:29]3[C:24](=[C:25]([F:33])[CH:26]=[C:27]([F:32])[CH:28]=3)[CH2:23]2)[CH2:18][CH2:19][CH3:20])[N:12]=[CH:11]1)([CH3:9])[CH2:3][N:4]1[CH2:8][CH2:7][CH2:6][CH2:5]1.C=O.[C:37]([BH3-])#N.[Na+]. Product: [CH3:1][C:2]([N:10]1[CH:14]=[C:13]([NH:15][C:16](=[O:34])[CH:17]([N:21]([CH:22]2[CH2:31][CH2:30][C:29]3[C:24](=[C:25]([F:33])[CH:26]=[C:27]([F:32])[CH:28]=3)[CH2:23]2)[CH3:37])[CH2:18][CH2:19][CH3:20])[N:12]=[CH:11]1)([CH3:9])[CH2:3][N:4]1[CH2:8][CH2:7][CH2:6][CH2:5]1. The catalyst class is: 5. (3) Product: [F:1][C:2]1[CH:3]=[C:4]([CH:32]=[CH:33][C:34]=1[F:35])[CH2:5][NH:6][C:7]([C:9]1[C:17]2[C:12](=[CH:13][C:14]([O:18][CH:19]([CH3:21])[CH3:20])=[CH:15][CH:16]=2)[N:11]([CH2:22][C:23]2[CH:28]=[CH:27][CH:26]=[CH:25][N:24]=2)[C:10]=1[C:29]([NH:36][CH2:37][CH2:38][OH:39])=[O:31])=[O:8]. The catalyst class is: 31. Reactant: [F:1][C:2]1[CH:3]=[C:4]([CH:32]=[CH:33][C:34]=1[F:35])[CH2:5][NH:6][C:7]([C:9]1[C:17]2[C:12](=[CH:13][C:14]([O:18][CH:19]([CH3:21])[CH3:20])=[CH:15][CH:16]=2)[N:11]([CH2:22][C:23]2[CH:28]=[CH:27][CH:26]=[CH:25][N:24]=2)[C:10]=1[C:29]([OH:31])=O)=[O:8].[NH2:36][CH2:37][CH2:38][OH:39].F[P-](F)(F)(F)(F)F.N1(O[P+](N(C)C)(N(C)C)N(C)C)C2C=CC=CC=2N=N1.CCN(C(C)C)C(C)C. (4) Reactant: Cl.[CH3:2][N:3]1[CH2:8][CH2:7][N:6]([CH2:9][C:10]2[CH:11]=[CH:12][C:13]([NH2:16])=[N:14][CH:15]=2)[CH2:5][CH2:4]1.CN(C(ON1N=NC2C=CC=CC1=2)=[N+](C)C)C.[B-](F)(F)(F)F.C(N1CCN(C2C=C(N[C:54]([C:56]3[C:57]4[N:58]=[CH:59][CH:60]=[N:61][C:62]=4[C:63]([C:66]4[C:75]5[C:70](=[CH:71][CH:72]=[CH:73][CH:74]=5)[CH:69]=[N:68][CH:67]=4)=[CH:64][CH:65]=3)=[O:55])C=CC=2)CC1)C. Product: [CH3:2][N:3]1[CH2:8][CH2:7][N:6]([CH2:9][C:10]2[CH:11]=[CH:12][C:13]([NH:16][C:54]([C:56]3[C:57]4[N:58]=[CH:59][CH:60]=[N:61][C:62]=4[C:63]([C:66]4[C:75]5[C:70](=[CH:71][CH:72]=[CH:73][CH:74]=5)[CH:69]=[N:68][CH:67]=4)=[CH:64][CH:65]=3)=[O:55])=[N:14][CH:15]=2)[CH2:5][CH2:4]1. The catalyst class is: 61. (5) Reactant: [CH3:1][N:2]([CH2:18][C:19]1[CH:24]=[CH:23][CH:22]=[C:21]([C:25](=[O:59])[NH:26][C:27]2[CH:32]=[CH:31][C:30]([N:33]3[CH2:38][CH2:37][CH2:36][CH2:35][CH2:34]3)=[CH:29][C:28]=2[C:39]2[CH:44]=[C:43]([C:45](=[O:58])[NH:46][CH2:47][C:48]3[CH:53]=[CH:52][CH:51]=[C:50]([C:54]([F:57])([F:56])[F:55])[CH:49]=3)[CH:42]=[CH:41][N:40]=2)[N:20]=1)[CH2:3][CH2:4][N:5]1[CH2:10][CH2:9][N:8](C(OC(C)(C)C)=O)[CH2:7][CH2:6]1.ClCCl.C(O)(C(F)(F)F)=O.CN(CC1N=C(C(NC2C=CC(N3CCCCC3)=CC=2C2C=C(C(=O)NCC3C=CC=C(C(F)(F)F)C=3)C=CN=2)=O)C=CC=1)CCN1CCNCC1.C(N(CC)CC)C.[CH3:129][S:130](Cl)(=[O:132])=[O:131]. Product: [CH3:1][N:2]([CH2:18][C:19]1[N:20]=[C:21]([C:25]([NH:26][C:27]2[CH:32]=[CH:31][C:30]([N:33]3[CH2:38][CH2:37][CH2:36][CH2:35][CH2:34]3)=[CH:29][C:28]=2[C:39]2[CH:44]=[C:43]([C:45](=[O:58])[NH:46][CH2:47][C:48]3[CH:53]=[CH:52][CH:51]=[C:50]([C:54]([F:57])([F:56])[F:55])[CH:49]=3)[CH:42]=[CH:41][N:40]=2)=[O:59])[CH:22]=[CH:23][CH:24]=1)[CH2:3][CH2:4][N:5]1[CH2:10][CH2:9][N:8]([S:130]([CH3:129])(=[O:132])=[O:131])[CH2:7][CH2:6]1. The catalyst class is: 4. (6) Reactant: [CH2:1]1[C@H:13]2[C@H:4]([N:5]([CH2:14][CH2:15][NH2:16])[C:6]3[CH:7]=[CH:8][CH:9]=[CH:10][C:11]=3[CH2:12]2)[CH2:3][CH2:2]1.C=O.C(O)(C(F)(F)F)=O. Product: [CH2:1]1[C@@H:13]2[C@H:4]([N:5]([CH2:14][CH2:15][NH2:16])[C:6]3[CH:7]=[CH:8][CH:9]=[CH:10][C:11]=3[CH2:12]2)[CH2:3][CH2:2]1. The catalyst class is: 14. (7) Reactant: [CH3:1][O:2][C:3]1[CH:8]=[CH:7][CH:6]=[CH:5][C:4]=1[S:9][C:10]1[CH:15]=[CH:14][CH:13]=[CH:12][C:11]=1[CH2:16][C:17]([OH:19])=O. Product: [CH3:1][O:2][C:3]1[C:4]2[S:9][C:10]3[CH:15]=[CH:14][CH:13]=[CH:12][C:11]=3[CH2:16][C:17](=[O:19])[C:5]=2[CH:6]=[CH:7][CH:8]=1. The catalyst class is: 501. (8) Reactant: Cl[C:2]1[C:3]2[S:19][CH:18]=[CH:17][C:4]=2[N:5]=[C:6]([C:8]([C:10]2[CH:15]=[CH:14][C:13]([F:16])=[CH:12][CH:11]=2)=[O:9])[N:7]=1.[CH3:20][C:21]1[NH:25][N:24]=[C:23]([NH2:26])[CH:22]=1.CCN(C(C)C)C(C)C. Product: [F:16][C:13]1[CH:14]=[CH:15][C:10]([C:8]([C:6]2[N:7]=[C:2]([NH:26][C:23]3[CH:22]=[C:21]([CH3:20])[NH:25][N:24]=3)[C:3]3[S:19][CH:18]=[CH:17][C:4]=3[N:5]=2)=[O:9])=[CH:11][CH:12]=1. The catalyst class is: 18.